This data is from Catalyst prediction with 721,799 reactions and 888 catalyst types from USPTO. The task is: Predict which catalyst facilitates the given reaction. (1) Reactant: CN.[C:3](N1C=CN=C1)([N:5]1C=CN=[CH:6]1)=[O:4].[CH2:15]([C@:17]1([C:42]#[N:43])[CH2:21][CH2:20][N:19]([C:22]2[CH:27]=[CH:26][N:25]=[C:24]([NH:28][C:29]3[CH:34]=[CH:33][C:32]([N:35]4[CH2:40][CH2:39][NH:38][CH2:37][CH2:36]4)=[CH:31][CH:30]=3)[N:23]=2)[C:18]1=[O:41])[CH3:16].O. Product: [C:42]([C@@:17]1([CH2:15][CH3:16])[CH2:21][CH2:20][N:19]([C:22]2[CH:27]=[CH:26][N:25]=[C:24]([NH:28][C:29]3[CH:30]=[CH:31][C:32]([N:35]4[CH2:40][CH2:39][N:38]([C:3]([NH:5][CH3:6])=[O:4])[CH2:37][CH2:36]4)=[CH:33][CH:34]=3)[N:23]=2)[C:18]1=[O:41])#[N:43]. The catalyst class is: 7. (2) Reactant: C(OC([N:8]1[C:16]2[C:11](=[C:12]([CH2:17][N:18]3[C:22]4[CH:23]=[CH:24][CH:25]=[CH:26][C:21]=4[N:20]([C:27]4[CH:32]=[CH:31][C:30](Br)=[CH:29][CH:28]=4)[C:19]3=[NH:34])[CH:13]=[CH:14][CH:15]=2)[CH:10]=[CH:9]1)=O)(C)(C)C.[C:35]([NH:38][C:39]1[CH:44]=[CH:43][CH:42]=[CH:41][C:40]=1B(O)O)(=[O:37])[CH3:36].C(=O)([O-])[O-].[Na+].[Na+]. Product: [NH:34]=[C:19]1[N:20]([C:27]2[CH:28]=[CH:29][C:30]([C:40]3[CH:41]=[CH:42][CH:43]=[CH:44][C:39]=3[NH:38][C:35](=[O:37])[CH3:36])=[CH:31][CH:32]=2)[C:21]2[CH:26]=[CH:25][CH:24]=[CH:23][C:22]=2[N:18]1[CH2:17][C:12]1[CH:13]=[CH:14][CH:15]=[C:16]2[C:11]=1[CH:10]=[CH:9][NH:8]2. The catalyst class is: 104. (3) Reactant: C(OC([NH:11][NH:12][C:13]([C:15]1([CH2:28][C:29]2[CH:34]=[CH:33][CH:32]=[C:31]([NH:35][C:36]3[N:40]([C:41]([CH3:44])([CH3:43])[CH3:42])[N:39]=[CH:38][CH:37]=3)[N:30]=2)[CH2:20][CH2:19][N:18]([C:21]([O:23][C:24]([CH3:27])([CH3:26])[CH3:25])=[O:22])[CH2:17][CH2:16]1)=[O:14])=O)C1C=CC=CC=1. Product: [C:41]([N:40]1[C:36]([NH:35][C:31]2[N:30]=[C:29]([CH2:28][C:15]3([C:13]([NH:12][NH2:11])=[O:14])[CH2:20][CH2:19][N:18]([C:21]([O:23][C:24]([CH3:26])([CH3:25])[CH3:27])=[O:22])[CH2:17][CH2:16]3)[CH:34]=[CH:33][CH:32]=2)=[CH:37][CH:38]=[N:39]1)([CH3:42])([CH3:43])[CH3:44]. The catalyst class is: 105. (4) Reactant: [CH2:1]([C:3]1[C:8](=[O:9])[N:7]2[N:10]=[CH:11][C:12](/[C:13](/Cl)=[N:14]/[OH:15])=[C:6]2[NH:5][C:4]=1[CH3:17])[CH3:2].C([O-])([O-])=O.[K+].[K+].[C:24]([C:26]1[CH:31]=[CH:30][CH:29]=[CH:28][N:27]=1)#[CH:25]. Product: [CH2:1]([C:3]1[C:8](=[O:9])[N:7]2[N:10]=[CH:11][C:12]([C:13]3[CH:25]=[C:24]([C:26]4[CH:31]=[CH:30][CH:29]=[CH:28][N:27]=4)[O:15][N:14]=3)=[C:6]2[NH:5][C:4]=1[CH3:17])[CH3:2]. The catalyst class is: 13. (5) Reactant: [C:1]([C:3]1([CH3:16])[CH2:8][CH2:7][CH2:6][N:5](C(OC(C)(C)C)=O)[CH2:4]1)#[CH:2].[ClH:17].O1CCOCC1. Product: [ClH:17].[C:1]([C:3]1([CH3:16])[CH2:8][CH2:7][CH2:6][NH:5][CH2:4]1)#[CH:2]. The catalyst class is: 4. (6) Reactant: [F:1][C:2]([F:20])([F:19])[C:3]1[CH:8]=[CH:7][C:6]([N:9]2[CH2:14][CH2:13][N:12]([S:15](Cl)(=[O:17])=[O:16])[CH2:11][CH2:10]2)=[CH:5][CH:4]=1.Cl.[NH2:22][C@H:23]1[CH2:27][C:26](=[O:28])[N:25]([O:29][CH2:30][C:31]2[CH:36]=[CH:35][CH:34]=[CH:33][CH:32]=2)[C:24]1=[O:37].CCN(CC)CC. Product: [CH2:30]([O:29][N:25]1[C:26](=[O:28])[CH2:27][C@H:23]([NH:22][S:15]([N:12]2[CH2:13][CH2:14][N:9]([C:6]3[CH:7]=[CH:8][C:3]([C:2]([F:20])([F:19])[F:1])=[CH:4][CH:5]=3)[CH2:10][CH2:11]2)(=[O:17])=[O:16])[C:24]1=[O:37])[C:31]1[CH:32]=[CH:33][CH:34]=[CH:35][CH:36]=1. The catalyst class is: 241.